Dataset: Forward reaction prediction with 1.9M reactions from USPTO patents (1976-2016). Task: Predict the product of the given reaction. Given the reactants [F:1][C:2]([F:31])([F:30])[C:3]1[CH:4]=[C:5]([NH:9][C:10]([N:12]2[C:20]3[C:15](=[CH:16][C:17]([O:21][C:22]4[CH:27]=[C:26]([CH2:28][NH2:29])[N:25]=[CH:24][N:23]=4)=[CH:18][CH:19]=3)[CH:14]=[CH:13]2)=[O:11])[CH:6]=[CH:7][CH:8]=1.C1C[O:35][CH2:34][CH2:33]1.C(Cl)(=O)C, predict the reaction product. The product is: [F:31][C:2]([F:30])([F:1])[C:3]1[CH:4]=[C:5]([NH:9][C:10]([N:12]2[C:20]3[C:15](=[CH:16][C:17]([O:21][C:22]4[CH:27]=[C:26]([CH2:28][NH:29][C:34](=[O:35])[CH3:33])[N:25]=[CH:24][N:23]=4)=[CH:18][CH:19]=3)[CH:14]=[CH:13]2)=[O:11])[CH:6]=[CH:7][CH:8]=1.